The task is: Predict the product of the given reaction.. This data is from Forward reaction prediction with 1.9M reactions from USPTO patents (1976-2016). (1) Given the reactants [CH2:1]([NH:3][C:4](=[O:22])[NH:5][C:6]1[CH:14]=[C:13]([NH:15][C:16]2[CH:21]=[CH:20][CH:19]=[CH:18][CH:17]=2)[C:9]([C:10]([OH:12])=O)=[CH:8][N:7]=1)[CH3:2].[CH3:23][CH2:24][N:25]=C=NCCCN(C)C.Cl.C1C=CC2N(O)N=NC=2C=1.C(N)C, predict the reaction product. The product is: [CH2:24]([NH:25][C:10](=[O:12])[C:9]1[C:13]([NH:15][C:16]2[CH:21]=[CH:20][CH:19]=[CH:18][CH:17]=2)=[CH:14][C:6]([NH:5][C:4]([NH:3][CH2:1][CH3:2])=[O:22])=[N:7][CH:8]=1)[CH3:23]. (2) Given the reactants CO[C:3]1[CH:8]=[CH:7][CH:6]=[CH:5][C:4]=1[CH2:9][C:10]([OH:12])=O.C(N(C(C)C)C(C)C)C.F[B-](F)(F)F.N1(C(N(C)C)=[N+](C)C)C2C=CC=CC=2N=N1.N1(O)C2C=CC=CC=2N=N1.O[NH:54]/[C:55](=[N:73]\[H])/[CH2:56][C:57]([NH:59][C:60]1[CH:72]=[CH:71][CH:70]=[CH:69][C:61]=1[C:62]([O:64]C(C)(C)C)=[O:63])=[O:58], predict the reaction product. The product is: [C:4]1([CH2:9][C:10]2[O:12][N:73]=[C:55]([CH2:56][C:57]([NH:59][C:60]3[CH:72]=[CH:71][CH:70]=[CH:69][C:61]=3[C:62]([OH:64])=[O:63])=[O:58])[N:54]=2)[CH:3]=[CH:8][CH:7]=[CH:6][CH:5]=1. (3) Given the reactants [Cl:1][C:2]1[CH:3]=[C:4]([CH2:8][CH:9]([C:13]([O:15][CH3:16])=[O:14])[C:10](O)=[O:11])[CH:5]=[CH:6][CH:7]=1.S(Cl)([Cl:19])=O.CN(C)C=O, predict the reaction product. The product is: [Cl:19][C:10]([CH:9]([CH2:8][C:4]1[CH:5]=[CH:6][CH:7]=[C:2]([Cl:1])[CH:3]=1)[C:13]([O:15][CH3:16])=[O:14])=[O:11]. (4) Given the reactants [F:1][C:2]1[CH:3]=[C:4]([C@H:8]([NH:10][C:11]2[CH:12]=[CH:13][C:14]3[N:15]([C:17]([C:20]4[CH:25]=[CH:24][C:23]([O:26][CH2:27][C@@H:28]5[CH2:32][CH2:31][CH2:30][NH:29]5)=[CH:22][CH:21]=4)=[CH:18][N:19]=3)[N:16]=2)[CH3:9])[CH:5]=[CH:6][CH:7]=1.[C:33]([OH:40])(=[O:39])/[CH:34]=[CH:35]\[C:36]([OH:38])=[O:37], predict the reaction product. The product is: [C:33]([OH:40])(=[O:39])/[CH:34]=[CH:35]\[C:36]([OH:38])=[O:37].[F:1][C:2]1[CH:3]=[C:4]([C@H:8]([NH:10][C:11]2[CH:12]=[CH:13][C:14]3[N:15]([C:17]([C:20]4[CH:25]=[CH:24][C:23]([O:26][CH2:27][C@@H:28]5[CH2:32][CH2:31][CH2:30][NH:29]5)=[CH:22][CH:21]=4)=[CH:18][N:19]=3)[N:16]=2)[CH3:9])[CH:5]=[CH:6][CH:7]=1. (5) Given the reactants C(=O)([O-])[O-].[K+].[K+].[CH2:7](Cl)[C:8]1[CH:13]=[CH:12][CH:11]=[CH:10][CH:9]=1.[OH:15][C:16]1[CH:17]=[C:18]([CH:21]=[CH:22][C:23]=1[O:24][CH:25]([CH3:27])[CH3:26])[CH:19]=[O:20].Cl, predict the reaction product. The product is: [CH2:7]([O:15][C:16]1[CH:17]=[C:18]([CH:21]=[CH:22][C:23]=1[O:24][CH:25]([CH3:27])[CH3:26])[CH:19]=[O:20])[C:8]1[CH:13]=[CH:12][CH:11]=[CH:10][CH:9]=1.